This data is from Forward reaction prediction with 1.9M reactions from USPTO patents (1976-2016). The task is: Predict the product of the given reaction. (1) The product is: [CH3:10][C:4]1[C:5](=[O:6])[NH:17][CH:15]=[N:16][C:3]=1[C:2]([F:13])([F:12])[F:1]. Given the reactants [F:1][C:2]([F:13])([F:12])[C:3](=O)[CH:4]([CH3:10])[C:5](OCC)=[O:6].Cl.[CH:15]([NH2:17])=[NH:16].[O-]CC.[Na+].Cl, predict the reaction product. (2) The product is: [CH2:2]([N:9]1[CH2:14][CH:13]([CH2:15][OH:16])[CH2:12][CH:11]([C:17]2[CH:22]=[C:21]([CH2:23][O:24][CH2:25][O:26][CH3:27])[CH:20]=[C:19]([O:28][CH3:29])[N:18]=2)[CH2:10]1)[C:3]1[CH:8]=[CH:7][CH:6]=[CH:5][CH:4]=1. Given the reactants [Br-].[CH2:2]([N+:9]1[CH:14]=[C:13]([CH2:15][OH:16])[CH:12]=[C:11]([C:17]2[CH:22]=[C:21]([CH2:23][O:24][CH2:25][O:26][CH3:27])[CH:20]=[C:19]([O:28][CH3:29])[N:18]=2)[CH:10]=1)[C:3]1[CH:8]=[CH:7][CH:6]=[CH:5][CH:4]=1.C(N(CC)CC)C.[H][H], predict the reaction product. (3) The product is: [F:11][C:9]1[CH:8]=[CH:7][C:6]([S:12][C:13]2[CH:21]=[CH:20][C:19]([F:22])=[CH:18][C:14]=2[CH2:15][OH:16])=[C:5]([CH2:4][CH2:1][OH:2])[CH:10]=1. Given the reactants [C:1]([CH2:4][C:5]1[CH:10]=[C:9]([F:11])[CH:8]=[CH:7][C:6]=1[S:12][C:13]1[CH:21]=[CH:20][C:19]([F:22])=[CH:18][C:14]=1[C:15](O)=[O:16])(O)=[O:2].C(C1C=CC=C([N+]([O-])=O)C=1SC1C=CC(F)=CC=1C(O)=O)(O)=O.B, predict the reaction product. (4) The product is: [C:1]([O:5][C:6]([NH:8][NH:9][CH:10]1[CH2:15][CH2:14][N:13]([C:16]([O:18][CH2:19][CH:20]2[C:21]3[CH:22]=[CH:23][CH:24]=[CH:25][C:26]=3[C:27]3[C:32]2=[CH:31][CH:30]=[CH:29][CH:28]=3)=[O:17])[CH2:12][CH2:11]1)=[O:7])([CH3:4])([CH3:2])[CH3:3]. Given the reactants [C:1]([O:5][C:6]([NH:8][N:9]=[C:10]1[CH2:15][CH2:14][N:13]([C:16]([O:18][CH2:19][CH:20]2[C:32]3[CH:31]=[CH:30][CH:29]=[CH:28][C:27]=3[C:26]3[C:21]2=[CH:22][CH:23]=[CH:24][CH:25]=3)=[O:17])[CH2:12][CH2:11]1)=[O:7])([CH3:4])([CH3:3])[CH3:2].[H][H], predict the reaction product. (5) Given the reactants [Cl:1][C:2]1[CH:3]=[C:4]2[C:8](=[CH:9][CH:10]=1)[NH:7][CH:6]=[C:5]2[CH2:11][N:12]1[C:20]([C:21]2[N:22]([CH3:26])[CH:23]=[CH:24][N:25]=2)=[C:19]2[C:14]([NH:15][C:16](=[O:29])[N:17]([CH3:28])[C:18]2=[O:27])=[N:13]1.Br[CH2:31][C:32]1[CH:37]=[CH:36][CH:35]=[CH:34][C:33]=1[CH3:38].C1CCN2C(=NCCC2)CC1, predict the reaction product. The product is: [Cl:1][C:2]1[CH:3]=[C:4]2[C:8](=[CH:9][CH:10]=1)[NH:7][CH:6]=[C:5]2[CH2:11][N:12]1[C:20]([C:21]2[N:22]([CH3:26])[CH:23]=[CH:24][N:25]=2)=[C:19]2[C:14]([N:15]([CH2:31][C:32]3[CH:37]=[CH:36][CH:35]=[CH:34][C:33]=3[CH3:38])[C:16](=[O:29])[N:17]([CH3:28])[C:18]2=[O:27])=[N:13]1. (6) Given the reactants Cl.[NH2:2][CH:3]1[CH2:6][CH:5]([OH:7])[CH2:4]1.CCN(C(C)C)C(C)C.[Br:17][C:18]1[CH:23]=[CH:22][C:21]([S:24](Cl)(=[O:26])=[O:25])=[CH:20][CH:19]=1, predict the reaction product. The product is: [Br:17][C:18]1[CH:23]=[CH:22][C:21]([S:24]([NH:2][CH:3]2[CH2:6][CH:5]([OH:7])[CH2:4]2)(=[O:26])=[O:25])=[CH:20][CH:19]=1. (7) Given the reactants [NH:1]1[CH:5]=[CH:4][N:3]=[CH:2]1.C(N(CC)CC)C.[Br:13][C:14]1[S:18][C:17]([S:19](Cl)(=[O:21])=[O:20])=[CH:16][CH:15]=1, predict the reaction product. The product is: [Br:13][C:14]1[S:18][C:17]([S:19]([N:1]2[CH:5]=[CH:4][N:3]=[CH:2]2)(=[O:21])=[O:20])=[CH:16][CH:15]=1. (8) The product is: [Cl:33][CH2:32][CH2:31][C:30]1[O:27][C:3]2[CH:4]=[C:5]([C:8]3[C:16]4[C:11](=[CH:12][C:13]([F:17])=[CH:14][CH:15]=4)[N:10]([S:18]([C:21]4[CH:26]=[CH:25][CH:24]=[CH:23][CH:22]=4)(=[O:20])=[O:19])[CH:9]=3)[CH:6]=[CH:7][C:2]=2[N:1]=1. Given the reactants [NH2:1][C:2]1[CH:7]=[CH:6][C:5]([C:8]2[C:16]3[C:11](=[CH:12][C:13]([F:17])=[CH:14][CH:15]=3)[N:10]([S:18]([C:21]3[CH:26]=[CH:25][CH:24]=[CH:23][CH:22]=3)(=[O:20])=[O:19])[CH:9]=2)=[CH:4][C:3]=1[OH:27].CO[C:30](=N)[CH2:31][CH2:32][Cl:33], predict the reaction product. (9) Given the reactants C(Cl)(=O)C(Cl)=O.CS(C)=O.[CH2:11]([O:18][C:19]1[CH:24]=[CH:23][N:22]([C:25]2[CH:26]=[N:27][C:28]([N:31]3[CH2:35][CH2:34][C@@H:33]([OH:36])[CH2:32]3)=[CH:29][CH:30]=2)[C:21](=[O:37])[CH:20]=1)[C:12]1[CH:17]=[CH:16][CH:15]=[CH:14][CH:13]=1.C(N(CC)CC)C, predict the reaction product. The product is: [CH2:11]([O:18][C:19]1[CH:24]=[CH:23][N:22]([C:25]2[CH:26]=[N:27][C:28]([N:31]3[CH2:35][CH2:34][C:33](=[O:36])[CH2:32]3)=[CH:29][CH:30]=2)[C:21](=[O:37])[CH:20]=1)[C:12]1[CH:13]=[CH:14][CH:15]=[CH:16][CH:17]=1. (10) The product is: [Cl-:1].[S:5]([O-:9])([O-:8])(=[O:7])=[O:6].[K+:2].[K+:2].[S:5]([O-:9])([O-:8])(=[O:7])=[O:6].[Na+:4].[Na+:4]. Given the reactants [Cl-:1].[K+:2].[Cl-].[Na+:4].[S:5]([O-:9])([O-:8])(=[O:7])=[O:6], predict the reaction product.